Dataset: Forward reaction prediction with 1.9M reactions from USPTO patents (1976-2016). Task: Predict the product of the given reaction. (1) Given the reactants [F:1][C:2]1[CH:7]=[CH:6][C:5]([N:8]2[C:16]3[C:11](=[CH:12][C:13]([C:18](OC)=[O:19])=[C:14]([CH3:17])[CH:15]=3)[CH:10]=[N:9]2)=[CH:4][CH:3]=1.CC(C[AlH]CC(C)C)C, predict the reaction product. The product is: [F:1][C:2]1[CH:3]=[CH:4][C:5]([N:8]2[C:16]3[C:11](=[CH:12][C:13]([CH2:18][OH:19])=[C:14]([CH3:17])[CH:15]=3)[CH:10]=[N:9]2)=[CH:6][CH:7]=1. (2) Given the reactants [O:1]1[CH2:5][CH2:4][O:3][CH:2]1[C:6]1[CH:11]=[CH:10][CH:9]=[CH:8][C:7]=1Br.C([Li])CCC.[CH3:18][C:19]1[C:20](=[O:27])[CH:21]([CH3:26])[CH:22]([CH3:25])[C:23]=1[CH3:24].C1(C)C=CC=CC=1, predict the reaction product. The product is: [O:1]1[CH2:5][CH2:4][O:3][CH:2]1[C:6]1[CH:11]=[CH:10][CH:9]=[CH:8][C:7]=1[C:20]1([OH:27])[CH:21]([CH3:26])[CH:22]([CH3:25])[C:23]([CH3:24])=[C:19]1[CH3:18]. (3) The product is: [NH2:28][C:24]1[N:10]([C:11]2[CH:12]=[C:13]([CH:16]=[CH:17][CH:18]=2)[C:14]#[N:15])[N:9]=[C:8]([CH2:2][CH3:7])[CH:19]=1. Given the reactants Cl.[C:2]1([C:8]([C:19]2[CH:24]=CC=CC=2)=[N:9][NH:10][C:11]2[CH:12]=[C:13]([CH:16]=[CH:17][CH:18]=2)[C:14]#[N:15])[CH:7]=CC=CC=1.O=C(CCC)C#[N:28], predict the reaction product. (4) Given the reactants [I:1][C:2]1[CH:3]=[N:4][C:5]2[C:10]([CH:11]=1)=[CH:9][C:8]([O:12][CH:13]([CH2:17][CH3:18])[C:14]([OH:16])=O)=[CH:7][CH:6]=2.Cl.[F:20][CH2:21][CH2:22][C:23]([NH2:26])([CH3:25])[CH3:24].ON1C2N=CC=CC=2N=N1.F[B-](F)(F)F.N1(OC(N(C)C)=[N+](C)C)C2C=CC=CC=2N=N1, predict the reaction product. The product is: [I:1][C:2]1[CH:3]=[N:4][C:5]2[C:10]([CH:11]=1)=[CH:9][C:8]([O:12][CH:13]([CH2:17][CH3:18])[C:14]([NH:26][C:23]([CH3:25])([CH3:24])[CH2:22][CH2:21][F:20])=[O:16])=[CH:7][CH:6]=2. (5) Given the reactants [Br:1][C:2]1[CH:3]=[C:4]2[C:9](=[C:10]([Br:12])[CH:11]=1)[O:8][CH:7]=[C:6]([CH:13]=O)[C:5]2=[O:15].[CH3:16][O:17][C:18]([C:20]#[C:21][C:22]([O:24][CH3:25])=[O:23])=[O:19].C1(P(C2C=CC=CC=2)C2C=CC=CC=2)C=CC=CC=1.[NH2:45][CH2:46][CH2:47][C:48]1[C:56]2[C:51](=[CH:52][CH:53]=[CH:54][CH:55]=2)[NH:50][CH:49]=1, predict the reaction product. The product is: [CH3:16][O:17][C:18]([C:20]1[C:21]2([C:22]([O:24][CH3:25])=[O:23])[N:45]([CH2:46][CH2:47][C:48]3[C:56]4[C:51](=[CH:52][CH:53]=[CH:54][CH:55]=4)[NH:50][C:49]=32)[CH:7]=[C:6]([C:5](=[O:15])[C:4]2[CH:3]=[C:2]([Br:1])[CH:11]=[C:10]([Br:12])[C:9]=2[OH:8])[CH:13]=1)=[O:19]. (6) Given the reactants [N:1]1[CH:6]=[CH:5][CH:4]=[CH:3][C:2]=1[CH2:7][CH2:8][N:9]1[CH2:14][CH2:13][N:12]([C:15]2[C:23]3[O:22][C:21]([C:24]([O-])=[O:25])=[CH:20][C:19]=3[CH:18]=[CH:17][CH:16]=2)[CH2:11][CH2:10]1.[Li+].[O:28]1[CH2:33][CH2:32][N:31]([C:34]2[CH:40]=[CH:39][C:37]([NH2:38])=[CH:36][CH:35]=2)[CH2:30][CH2:29]1, predict the reaction product. The product is: [O:28]1[CH2:29][CH2:30][N:31]([C:34]2[CH:35]=[CH:36][C:37]([NH:38][C:24]([C:21]3[O:22][C:23]4[C:15]([N:12]5[CH2:11][CH2:10][N:9]([CH2:8][CH2:7][C:2]6[CH:3]=[CH:4][CH:5]=[CH:6][N:1]=6)[CH2:14][CH2:13]5)=[CH:16][CH:17]=[CH:18][C:19]=4[CH:20]=3)=[O:25])=[CH:39][CH:40]=2)[CH2:32][CH2:33]1. (7) Given the reactants [Cl:1][C:2]1[CH:10]=[CH:9][C:8]([C:11]2[N:12]([CH3:23])[C:13]3[C:18]([CH:19]=2)=[CH:17][C:16]([C:20](O)=[O:21])=[CH:15][CH:14]=3)=[C:7]2[C:3]=1[CH2:4][NH:5][C:6]2=[O:24].CCN=C=NCCCN(C)C.C1C=C2N=NN(O)C2=CC=1.O.[OH:47][CH2:48][CH2:49][N:50]1[CH2:55][CH2:54][NH:53][CH2:52][CH2:51]1, predict the reaction product. The product is: [Cl:1][C:2]1[CH:10]=[CH:9][C:8]([C:11]2[N:12]([CH3:23])[C:13]3[C:18]([CH:19]=2)=[CH:17][C:16]([C:20]([N:53]2[CH2:54][CH2:55][N:50]([CH2:49][CH2:48][OH:47])[CH2:51][CH2:52]2)=[O:21])=[CH:15][CH:14]=3)=[C:7]2[C:3]=1[CH2:4][NH:5][C:6]2=[O:24].